Task: Predict the product of the given reaction.. Dataset: Forward reaction prediction with 1.9M reactions from USPTO patents (1976-2016) (1) Given the reactants [CH2:1]([OH:11])[CH2:2][CH2:3][CH2:4][CH2:5][CH2:6][CH2:7][CH2:8][CH2:9][CH3:10].[C:12](O)(=[O:24])/[CH:13]=[CH:14]/[C:15]1[CH:23]=[CH:22][C:20]([OH:21])=[C:17]([O:18][CH3:19])[CH:16]=1.C1(P(C2C=CC=CC=2)C2C=CC=CC=2)C=CC=CC=1.CC(OC(/N=N/C(OC(C)C)=O)=O)C, predict the reaction product. The product is: [C:12]([O:11][CH2:1][CH2:2][CH2:3][CH2:4][CH2:5][CH2:6][CH2:7][CH2:8][CH2:9][CH3:10])(=[O:24])/[CH:13]=[CH:14]/[C:15]1[CH:23]=[CH:22][C:20]([OH:21])=[C:17]([O:18][CH3:19])[CH:16]=1. (2) The product is: [CH3:1][O:2][C:3]([C:5]1[CH:14]=[C:13]([OH:15])[C:12]2[C:7](=[C:8]([O:17][CH2:18][C:19]3[CH:24]=[CH:23][CH:22]=[CH:21][CH:20]=3)[CH:9]=[C:10]([C:38]3[CH:39]=[CH:40][C:35]([O:34][CH3:33])=[CH:36][CH:37]=3)[CH:11]=2)[N:6]=1)=[O:4]. Given the reactants [CH3:1][O:2][C:3]([C:5]1[CH:14]=[C:13]([OH:15])[C:12]2[C:7](=[C:8]([O:17][CH2:18][C:19]3[CH:24]=[CH:23][CH:22]=[CH:21][CH:20]=3)[CH:9]=[C:10](Br)[CH:11]=2)[N:6]=1)=[O:4].P([O-])([O-])([O-])=O.[K+].[K+].[K+].[CH3:33][O:34][C:35]1[CH:40]=[CH:39][C:38](B(O)O)=[CH:37][CH:36]=1.O, predict the reaction product. (3) Given the reactants [OH:1][C:2]1[CH:29]=[CH:28][CH:27]=[CH:26][C:3]=1[CH2:4][CH2:5][N:6]([CH2:15][C:16]1[CH:25]=[CH:24][C:19]([C:20]([O:22][CH3:23])=[O:21])=[CH:18][CH:17]=1)[CH2:7][CH2:8][CH2:9][CH2:10][C:11]([O:13][CH3:14])=[O:12].Cl[CH2:31][C:32]1[CH:37]=[CH:36][C:35]([CH:38]=[CH:39][C:40]2[CH:45]=[CH:44][CH:43]=[CH:42][CH:41]=2)=[CH:34][CH:33]=1.C(=O)([O-])[O-].[K+].[K+], predict the reaction product. The product is: [CH3:14][O:13][C:11](=[O:12])[CH2:10][CH2:9][CH2:8][CH2:7][N:6]([CH2:15][C:16]1[CH:17]=[CH:18][C:19]([C:20]([O:22][CH3:23])=[O:21])=[CH:24][CH:25]=1)[CH2:5][CH2:4][C:3]1[CH:26]=[CH:27][CH:28]=[CH:29][C:2]=1[O:1][CH2:31][C:32]1[CH:37]=[CH:36][C:35](/[CH:38]=[CH:39]/[C:40]2[CH:45]=[CH:44][CH:43]=[CH:42][CH:41]=2)=[CH:34][CH:33]=1. (4) Given the reactants C(=O)([O-])[O-].[K+].[K+].Br[C:8]1[CH:23]=[CH:22][C:11]([O:12][CH2:13][CH2:14][CH2:15][N:16]2[CH2:21][CH2:20][CH2:19][CH2:18][CH2:17]2)=[CH:10][CH:9]=1.[CH3:24][C:25]1[CH:30]=[CH:29][C:28](B(O)O)=[CH:27][CH:26]=1, predict the reaction product. The product is: [CH3:24][C:25]1[CH:30]=[CH:29][C:28]([C:8]2[CH:23]=[CH:22][C:11]([O:12][CH2:13][CH2:14][CH2:15][N:16]3[CH2:21][CH2:20][CH2:19][CH2:18][CH2:17]3)=[CH:10][CH:9]=2)=[CH:27][CH:26]=1. (5) Given the reactants [N:1]1[CH:6]=[CH:5][CH:4]=[C:3]([CH2:7][NH:8][C:9]2[CH:10]=[C:11]([C:15]3[CH:20]=[CH:19][N:18]=[C:17]([NH:21][CH2:22][CH2:23][C:24]4[CH:29]=[CH:28][C:27]([OH:30])=[CH:26][CH:25]=4)[N:16]=3)[CH:12]=[CH:13][CH:14]=2)[CH:2]=1.[CH:31](=O)[CH3:32], predict the reaction product. The product is: [CH2:31]([N:8]([CH2:7][C:3]1[CH:2]=[N:1][CH:6]=[CH:5][CH:4]=1)[C:9]1[CH:10]=[C:11]([C:15]2[CH:20]=[CH:19][N:18]=[C:17]([NH:21][CH2:22][CH2:23][C:24]3[CH:25]=[CH:26][C:27]([OH:30])=[CH:28][CH:29]=3)[N:16]=2)[CH:12]=[CH:13][CH:14]=1)[CH3:32]. (6) The product is: [ClH:24].[Br:1][C:2]1[CH:3]=[CH:4][CH:5]=[C:6]2[C:11]=1[CH2:10][NH:9][CH2:8][C:7]2=[O:23]. Given the reactants [Br:1][C:2]1[CH:3]=[CH:4][CH:5]=[C:6]2[C:11]=1[CH2:10][N:9](C(OC(C)(C)C)=O)[CH:8](C(OC)=O)[C:7]2=[O:23].[ClH:24].O, predict the reaction product. (7) Given the reactants [CH:1]([N:4]([CH:8]([CH3:10])[CH3:9])[P:5](Cl)Cl)([CH3:3])[CH3:2].[CH3:11][Si:12]([CH3:17])([CH3:16])[CH2:13][CH2:14][OH:15].CCN(CC)CC.[CH3:25][CH2:26][O:27]CC, predict the reaction product. The product is: [CH:1]([N:4]([CH:8]([CH3:10])[CH3:9])[P:5]([O:27][CH2:26][CH2:25][Si:12]([CH3:16])([CH3:13])[CH3:11])[O:15][CH2:14][CH2:13][Si:12]([CH3:17])([CH3:16])[CH3:11])([CH3:3])[CH3:2].